This data is from NCI-60 drug combinations with 297,098 pairs across 59 cell lines. The task is: Regression. Given two drug SMILES strings and cell line genomic features, predict the synergy score measuring deviation from expected non-interaction effect. (1) Drug 1: CCC(=C(C1=CC=CC=C1)C2=CC=C(C=C2)OCCN(C)C)C3=CC=CC=C3.C(C(=O)O)C(CC(=O)O)(C(=O)O)O. Drug 2: C1=CN(C=N1)CC(O)(P(=O)(O)O)P(=O)(O)O. Cell line: COLO 205. Synergy scores: CSS=1.41, Synergy_ZIP=-2.77, Synergy_Bliss=-1.57, Synergy_Loewe=-2.67, Synergy_HSA=-2.67. (2) Drug 1: CCC(=C(C1=CC=CC=C1)C2=CC=C(C=C2)OCCN(C)C)C3=CC=CC=C3.C(C(=O)O)C(CC(=O)O)(C(=O)O)O. Drug 2: CCCCCOC(=O)NC1=NC(=O)N(C=C1F)C2C(C(C(O2)C)O)O. Cell line: SF-268. Synergy scores: CSS=0.905, Synergy_ZIP=-0.770, Synergy_Bliss=-2.00, Synergy_Loewe=-1.61, Synergy_HSA=-2.02. (3) Drug 1: CCC1=C2CN3C(=CC4=C(C3=O)COC(=O)C4(CC)O)C2=NC5=C1C=C(C=C5)O. Drug 2: B(C(CC(C)C)NC(=O)C(CC1=CC=CC=C1)NC(=O)C2=NC=CN=C2)(O)O. Cell line: SF-268. Synergy scores: CSS=63.5, Synergy_ZIP=-0.777, Synergy_Bliss=-1.41, Synergy_Loewe=-3.38, Synergy_HSA=0.967. (4) Drug 1: C1CC(=O)NC(=O)C1N2C(=O)C3=CC=CC=C3C2=O. Drug 2: C(CN)CNCCSP(=O)(O)O. Cell line: SF-539. Synergy scores: CSS=-25.2, Synergy_ZIP=7.15, Synergy_Bliss=-1.19, Synergy_Loewe=-27.4, Synergy_HSA=-24.2.